From a dataset of HIV replication inhibition screening data with 41,000+ compounds from the AIDS Antiviral Screen. Binary Classification. Given a drug SMILES string, predict its activity (active/inactive) in a high-throughput screening assay against a specified biological target. (1) The molecule is C=CC(CCCCCCCC(=O)O)S(=O)(=O)O. The result is 0 (inactive). (2) The result is 0 (inactive). The drug is Sc1ccc2ccccc2c1CNC1CCCCC1. (3) The molecule is O=C1NS(=O)(=O)NC1(c1ccccc1)c1ccccc1. The result is 0 (inactive). (4) The compound is CC(=O)OC1(C)CCC2C(C)C(=O)OC2C2C(C)C(O)CC21. The result is 0 (inactive). (5) The drug is C=C1CC2OC3C4C(CC(C)C(OC(C)=O)C24)C(C)COC3(C)C(OC(C)=O)CC1O. The result is 0 (inactive).